From a dataset of CYP3A4 inhibition data for predicting drug metabolism from PubChem BioAssay. Regression/Classification. Given a drug SMILES string, predict its absorption, distribution, metabolism, or excretion properties. Task type varies by dataset: regression for continuous measurements (e.g., permeability, clearance, half-life) or binary classification for categorical outcomes (e.g., BBB penetration, CYP inhibition). Dataset: cyp3a4_veith. The drug is Cc1ccc(NC2c3ncccc3C(=O)N2Cc2ccc(F)cc2)cc1. The result is 1 (inhibitor).